Dataset: Catalyst prediction with 721,799 reactions and 888 catalyst types from USPTO. Task: Predict which catalyst facilitates the given reaction. (1) Reactant: [CH:1](NC(C)C)(C)C.CCCCCC.C([Li])CCC.[Cl:19][C:20]1[CH:25]=[CH:24][CH:23]=[C:22]([C:26]([F:29])([F:28])[F:27])[N:21]=1.CI. Product: [Cl:19][C:20]1[C:25]([CH3:1])=[CH:24][CH:23]=[C:22]([C:26]([F:27])([F:28])[F:29])[N:21]=1. The catalyst class is: 30. (2) Product: [O:27]=[C:25]1[C:14]2=[N:15][C:16]3[CH:21]=[CH:20][C:19]([C:22]([OH:24])=[O:23])=[CH:18][C:17]=3[N:13]2[CH2:12][CH2:11][CH2:10][NH:9]1. The catalyst class is: 5. Reactant: C(N(CC)CC)C.Cl.[NH2:9][CH2:10][CH2:11][CH2:12][N:13]1[C:17]2[CH:18]=[C:19]([C:22]([OH:24])=[O:23])[CH:20]=[CH:21][C:16]=2[N:15]=[C:14]1[C:25]([O:27]C)=O.Cl. (3) Reactant: [NH:1]1[CH2:6][CH2:5][CH2:4][C@H:3]([C:7]([O:9][C:10]([CH3:13])([CH3:12])[CH3:11])=[O:8])[CH2:2]1.Br[CH:15]([C:17]1[CH:22]=[CH:21][CH:20]=[CH:19][CH:18]=1)[CH3:16]. Product: [C:17]1([CH:15]([N:1]2[CH2:6][CH2:5][CH2:4][C@H:3]([C:7]([O:9][C:10]([CH3:13])([CH3:12])[CH3:11])=[O:8])[CH2:2]2)[CH3:16])[CH:22]=[CH:21][CH:20]=[CH:19][CH:18]=1. The catalyst class is: 4. (4) Reactant: [Br:1][C:2]1[CH:3]=[C:4]([CH:9]2[C:18]3[C:17](=[O:19])[CH2:16][N:15](C(OC=C)=O)[CH2:14][C:13]=3[NH:12][C:11]3[CH2:25][CH2:26][CH2:27][C:28](=[O:29])[C:10]2=3)[CH:5]=[CH:6][C:7]=1[F:8].[ClH:30]. Product: [ClH:30].[Br:1][C:2]1[CH:3]=[C:4]([CH:9]2[C:18]3[C:17](=[O:19])[CH2:16][NH:15][CH2:14][C:13]=3[NH:12][C:11]3[CH2:25][CH2:26][CH2:27][C:28](=[O:29])[C:10]2=3)[CH:5]=[CH:6][C:7]=1[F:8]. The catalyst class is: 8. (5) Reactant: [C:1]1([CH2:7][CH2:8][CH2:9][CH2:10]C(O)=O)[CH:6]=[CH:5][CH:4]=[CH:3][CH:2]=1.[I:14]N1C(C)(C)COC1=O. Product: [I:14][CH2:10][CH2:9][CH2:8][CH2:7][C:1]1[CH:6]=[CH:5][CH:4]=[CH:3][CH:2]=1. The catalyst class is: 53. (6) The catalyst class is: 15. Reactant: C([O:3][C:4](=[O:35])[CH2:5][CH:6]1[O:10][B:9]([OH:11])[C:8]2[CH:12]=[C:13]([O:28][C:29]3[CH:34]=[N:33][CH:32]=[CH:31][N:30]=3)[CH:14]=[C:15]([O:16][CH2:17][CH2:18][CH2:19][NH:20]C(OC(C)(C)C)=O)[C:7]1=2)C.Cl. Product: [NH2:20][CH2:19][CH2:18][CH2:17][O:16][C:15]1[C:7]2[CH:6]([CH2:5][C:4]([OH:35])=[O:3])[O:10][B:9]([OH:11])[C:8]=2[CH:12]=[C:13]([O:28][C:29]2[CH:34]=[N:33][CH:32]=[CH:31][N:30]=2)[CH:14]=1. (7) Reactant: B(Cl)(Cl)Cl.C([NH:9][S:10]([C:13]1[S:14][C:15]([C:18]2[N:23]=[C:22]([NH:24][C:25]3[CH:29]=[C:28]([CH:30]4[CH2:32][CH2:31]4)[NH:27][N:26]=3)[C:21]([C:33]#[CH:34])=[C:20]([CH3:35])[N:19]=2)=[CH:16][CH:17]=1)(=[O:12])=[O:11])(C)(C)C. Product: [CH:30]1([C:28]2[CH:29]=[C:25]([NH:24][C:22]3[C:21]([C:33]#[CH:34])=[C:20]([CH3:35])[N:19]=[C:18]([C:15]4[S:14][C:13]([S:10]([NH2:9])(=[O:12])=[O:11])=[CH:17][CH:16]=4)[N:23]=3)[NH:26][N:27]=2)[CH2:32][CH2:31]1. The catalyst class is: 2.